This data is from Full USPTO retrosynthesis dataset with 1.9M reactions from patents (1976-2016). The task is: Predict the reactants needed to synthesize the given product. (1) Given the product [C:1]([O:5][C:6]([C:8]1([C:11]2[CH:16]=[CH:15][C:14]([N:23]3[CH2:22][CH2:21][O:20][C:19]3=[O:18])=[CH:13][CH:12]=2)[CH2:10][CH2:9]1)=[O:7])([CH3:4])([CH3:3])[CH3:2], predict the reactants needed to synthesize it. The reactants are: [C:1]([O:5][C:6]([C:8]1([C:11]2[CH:16]=[CH:15][C:14](Br)=[CH:13][CH:12]=2)[CH2:10][CH2:9]1)=[O:7])([CH3:4])([CH3:3])[CH3:2].[O:18]=[C:19]1[NH:23][CH2:22][CH2:21][O:20]1.[C@@H]1(N)CCCC[C@H]1N.C(=O)([O-])[O-].[K+].[K+]. (2) Given the product [Cl:28][C:22]1[CH:23]=[N:24][CH:25]=[C:26]([Cl:27])[C:21]=1[NH:20][C:14]1[C:13]2[C:18](=[C:9]([O:8][CH2:7][CH2:6][CH2:5][CH2:4][CH2:3][CH2:2][NH:31][CH2:32][CH2:33][CH2:34][OH:35])[C:10]([O:29][CH3:30])=[CH:11][CH:12]=2)[NH:17][C:16](=[O:19])[CH:15]=1, predict the reactants needed to synthesize it. The reactants are: Cl[CH2:2][CH2:3][CH2:4][CH2:5][CH2:6][CH2:7][O:8][C:9]1[C:10]([O:29][CH3:30])=[CH:11][CH:12]=[C:13]2[C:18]=1[NH:17][C:16](=[O:19])[CH:15]=[C:14]2[NH:20][C:21]1[C:26]([Cl:27])=[CH:25][N:24]=[CH:23][C:22]=1[Cl:28].[NH2:31][CH2:32][CH2:33][CH2:34][OH:35].